This data is from Forward reaction prediction with 1.9M reactions from USPTO patents (1976-2016). The task is: Predict the product of the given reaction. (1) Given the reactants [NH:1]1[CH:5]=[C:4]([CH:6]=[O:7])[CH:3]=[N:2]1.[H-].[Na+].Br[CH2:11][CH:12]1[CH2:14][CH2:13]1, predict the reaction product. The product is: [CH:12]1([CH2:11][N:1]2[CH:5]=[C:4]([CH:6]=[O:7])[CH:3]=[N:2]2)[CH2:14][CH2:13]1. (2) Given the reactants [I:1][C:2]1[CH:7]=[N:6][NH:5][C:4](=[O:8])[CH:3]=1.[H-].[Na+].[CH3:11][O:12][C:13](=[O:22])[CH:14](Br)[CH2:15][CH:16]1[CH2:20][CH2:19][CH2:18][CH2:17]1, predict the reaction product. The product is: [CH3:11][O:12][C:13](=[O:22])[CH:14]([N:5]1[C:4](=[O:8])[CH:3]=[C:2]([I:1])[CH:7]=[N:6]1)[CH2:15][CH:16]1[CH2:17][CH2:18][CH2:19][CH2:20]1. (3) The product is: [CH2:18]([O:17][C:8]1[CH:9]=[CH:10][C:11]([C:13]([F:16])([F:15])[F:14])=[CH:12][C:7]=1[CH:32]([C:31]1[CH:34]=[CH:35][C:28]([S:27][CH2:25][CH3:26])=[CH:29][CH:30]=1)[OH:33])[C:19]1[CH:24]=[CH:23][CH:22]=[CH:21][CH:20]=1. Given the reactants C([Li])CCC.Br[C:7]1[CH:12]=[C:11]([C:13]([F:16])([F:15])[F:14])[CH:10]=[CH:9][C:8]=1[O:17][CH2:18][C:19]1[CH:24]=[CH:23][CH:22]=[CH:21][CH:20]=1.[CH2:25]([S:27][C:28]1[CH:35]=[CH:34][C:31]([CH:32]=[O:33])=[CH:30][CH:29]=1)[CH3:26], predict the reaction product. (4) Given the reactants [CH3:1][O:2][C:3]1[CH:8]=[CH:7][CH:6]=[CH:5][C:4]=1[N:9]1[CH2:14][CH2:13][NH:12][CH2:11][CH2:10]1.C([O-])([O-])=O.[K+].[K+].Br[CH2:22][CH2:23][CH2:24][C:25]#[N:26], predict the reaction product. The product is: [C:25]([CH2:24][CH2:23][CH2:22][N:12]1[CH2:13][CH2:14][N:9]([C:4]2[CH:5]=[CH:6][CH:7]=[CH:8][C:3]=2[O:2][CH3:1])[CH2:10][CH2:11]1)#[N:26]. (5) Given the reactants [OH:1][C@H:2]([C:22]1[CH:27]=[CH:26][C:25]([OH:28])=[CH:24][CH:23]=1)[C@@H:3]([NH:5][CH2:6][CH2:7][C:8]1[C:16]2[C:11](=[C:12]([C:17]([O:19]CC)=[O:18])[CH:13]=[CH:14][CH:15]=2)[NH:10][CH:9]=1)[CH3:4].[OH-].[Li+].Cl, predict the reaction product. The product is: [OH:1][C@H:2]([C:22]1[CH:23]=[CH:24][C:25]([OH:28])=[CH:26][CH:27]=1)[C@@H:3]([NH:5][CH2:6][CH2:7][C:8]1[C:16]2[C:11](=[C:12]([C:17]([OH:19])=[O:18])[CH:13]=[CH:14][CH:15]=2)[NH:10][CH:9]=1)[CH3:4]. (6) Given the reactants Br[C:2]1[CH:10]=[C:9]([F:11])[CH:8]=[CH:7][C:3]=1[C:4]([OH:6])=[O:5].[CH:12]1([NH2:15])[CH2:14][CH2:13]1.C([O-])(=O)C.[K+].C(N(CC)CC)C.Cl, predict the reaction product. The product is: [CH:12]1([NH:15][C:2]2[CH:10]=[C:9]([F:11])[CH:8]=[CH:7][C:3]=2[C:4]([OH:6])=[O:5])[CH2:14][CH2:13]1.